Task: Predict the product of the given reaction.. Dataset: Forward reaction prediction with 1.9M reactions from USPTO patents (1976-2016) (1) The product is: [NH2:12][C:13]([CH:20]1[CH2:29][CH2:28][C:27]2[C:22](=[CH:23][CH:24]=[C:25]([O:30][CH3:31])[CH:26]=2)[CH2:21]1)([CH3:19])[CH2:14][OH:15]. Given the reactants [H-].[H-].[H-].[H-].[Li+].[Al+3].C1COCC1.[NH2:12][C:13]([CH:20]1[CH2:29][CH2:28][C:27]2[C:22](=[CH:23][CH:24]=[C:25]([O:30][CH3:31])[CH:26]=2)[CH2:21]1)([CH3:19])[C:14](OCC)=[O:15], predict the reaction product. (2) The product is: [CH:1]1([N:4]([CH2:15][C:16]2([CH2:29][CH2:30][C:31]([OH:40])=[O:32])[CH2:17][CH2:18][N:19]([C:22]([O:24][C:25]([CH3:26])([CH3:27])[CH3:28])=[O:23])[CH2:20][CH2:21]2)[C:5]([O:7][CH2:8][C:9]2[CH:14]=[CH:13][CH:12]=[CH:11][CH:10]=2)=[O:6])[CH2:2][CH2:3]1. Given the reactants [CH:1]1([N:4]([CH2:15][C:16]2([CH2:29][CH2:30][CH2:31][OH:32])[CH2:21][CH2:20][N:19]([C:22]([O:24][C:25]([CH3:28])([CH3:27])[CH3:26])=[O:23])[CH2:18][CH2:17]2)[C:5]([O:7][CH2:8][C:9]2[CH:14]=[CH:13][CH:12]=[CH:11][CH:10]=2)=[O:6])[CH2:3][CH2:2]1.C([O:40]C(Cl)=O)C1C=CC=CC=1.CCN(C(C)C)C(C)C.S(=O)(=O)(O)O, predict the reaction product. (3) Given the reactants [Br:1][C:2]1[N:7]2[CH:8]=[C:9]([CH2:11][OH:12])[N:10]=[C:6]2[C:5]([N:13]2[CH2:18][CH2:17][O:16][CH2:15][CH2:14]2)=[N:4][CH:3]=1, predict the reaction product. The product is: [Br:1][C:2]1[N:7]2[CH:8]=[C:9]([CH:11]=[O:12])[N:10]=[C:6]2[C:5]([N:13]2[CH2:18][CH2:17][O:16][CH2:15][CH2:14]2)=[N:4][CH:3]=1. (4) The product is: [NH2:1][C:2]1[N:10]=[C:9]([O:11][CH2:12][CH2:13][CH2:14][CH3:15])[N:8]=[C:7]2[C:3]=1[NH:4][C:5](=[O:29])[N:6]2[CH2:16][CH2:17][CH2:18][N:19]([CH2:38][C:37]1[CH:36]=[CH:35][C:34]([S:31]([CH3:30])(=[O:33])=[O:32])=[CH:41][CH:40]=1)[CH2:20][CH2:21][CH2:22][N:23]1[CH2:24][CH2:25][O:26][CH2:27][CH2:28]1. Given the reactants [NH2:1][C:2]1[N:10]=[C:9]([O:11][CH2:12][CH2:13][CH2:14][CH3:15])[N:8]=[C:7]2[C:3]=1[NH:4][C:5](=[O:29])[N:6]2[CH2:16][CH2:17][CH2:18][NH:19][CH2:20][CH2:21][CH2:22][N:23]1[CH2:28][CH2:27][O:26][CH2:25][CH2:24]1.[CH3:30][S:31]([C:34]1[CH:41]=[CH:40][C:37]([CH2:38]Br)=[CH:36][CH:35]=1)(=[O:33])=[O:32].C(=O)([O-])[O-].[K+].[K+], predict the reaction product. (5) Given the reactants Br[C:2]1[CH:3]=[C:4]([C:10]#[N:11])[S:5][C:6]=1[N+:7]([O-:9])=[O:8].[Br:12][C:13]1[CH:14]=[C:15]([SH:19])[CH:16]=[CH:17][CH:18]=1.C(N(CC)CC)C.C1C[O:30]CC1, predict the reaction product. The product is: [Br:12][C:13]1[CH:14]=[C:15]([S:19]([C:2]2[CH:3]=[C:4]([C:10]#[N:11])[S:5][C:6]=2[N+:7]([O-:9])=[O:8])=[O:30])[CH:16]=[CH:17][CH:18]=1. (6) The product is: [Cl:19][C:13]1[CH:14]=[C:15]([Cl:18])[CH:16]=[CH:17][C:12]=1[C:10]1[C:9]([C:20]2[NH:24][CH:23]=[CH:22][N:21]=2)=[CH:8][N:7]=[C:6]([CH2:5][NH:4][CH2:3][CH2:2][NH:1][C:26]2[CH:31]=[CH:30][C:29]([C:32]#[N:33])=[CH:28][N:27]=2)[N:11]=1. Given the reactants [NH2:1][CH2:2][CH2:3][NH:4][CH2:5][C:6]1[N:11]=[C:10]([C:12]2[CH:17]=[CH:16][C:15]([Cl:18])=[CH:14][C:13]=2[Cl:19])[C:9]([C:20]2[NH:21][CH:22]=[CH:23][N:24]=2)=[CH:8][N:7]=1.Cl[C:26]1[CH:31]=[CH:30][C:29]([C:32]#[N:33])=[CH:28][N:27]=1, predict the reaction product. (7) Given the reactants [OH-].[K+].[CH2:3]([C:10]1[CH:19]=[CH:18][C:13]2[N:14]=[C:15](N)[S:16][C:12]=2[CH:11]=1)[C:4]1[CH:9]=[CH:8][CH:7]=[CH:6][CH:5]=1.Cl.[F:21][C:22]1[CH:30]=[C:29]([CH:31]=[O:32])[CH:28]=[CH:27][C:23]=1C(Cl)=O.CCN(C(C)C)C(C)C.Cl[Sn]Cl.[OH-].[Na+], predict the reaction product. The product is: [CH2:3]([C:10]1[CH:19]=[CH:18][C:13]2[N:14]=[C:15]([C:23]3[CH:27]=[CH:28][C:29]([CH:31]=[O:32])=[CH:30][C:22]=3[F:21])[S:16][C:12]=2[CH:11]=1)[C:4]1[CH:9]=[CH:8][CH:7]=[CH:6][CH:5]=1.